Dataset: Reaction yield outcomes from USPTO patents with 853,638 reactions. Task: Predict the reaction yield, written as a fraction of the theoretical maximum amount of product (1.0 means a 100% yield; for example, 0.34 means a 34% yield). (1) The reactants are IC1C2C(=CC([C@H]3[C@@]4(C5C(=CC=C(OC)C=5)NC4=O)C3)=CC=2)NN=1.CN1CCC(C2C=CC(B3OC(C)(C)C(C)(C)O3)=CC=2)CC1.[ClH:47].[CH3:48][O:49][C:50]1[CH:51]=[C:52]2[C:56](=[CH:57][CH:58]=1)[NH:55][C:54](=[O:59])[C@:53]12[CH2:61][C@H:60]1[C:62]1[CH:70]=[C:69]2[C:65]([C:66]([C:71]3[CH:76]=[CH:75][C:74]([CH:77]4[CH2:82][CH2:81][N:80]([CH3:83])[CH2:79][CH2:78]4)=[CH:73][CH:72]=3)=[N:67][NH:68]2)=[CH:64][CH:63]=1. The catalyst is CCOC(C)=O.O.C1COCC1. The product is [ClH:47].[CH3:48][O:49][C:50]1[CH:51]=[C:52]2[C:56](=[CH:57][CH:58]=1)[NH:55][C:54](=[O:59])[C@:53]12[CH2:61][C@H:60]1[C:62]1[CH:70]=[C:69]2[C:65]([C:66]([C:71]3[CH:76]=[CH:75][C:74]([CH:77]4[CH2:82][CH2:81][N:80]([CH3:83])[CH2:79][CH2:78]4)=[CH:73][CH:72]=3)=[N:67][NH:68]2)=[CH:64][CH:63]=1. The yield is 0.170. (2) The reactants are [CH:1]([O:4][C:5]1[CH:6]=[C:7](/[CH:11]=[CH:12]/[CH2:13][C@H:14]([OH:16])[CH3:15])[CH:8]=[N:9][CH:10]=1)([CH3:3])[CH3:2].[C:17]1([CH3:27])[CH:22]=[CH:21][C:20]([S:23](Cl)(=[O:25])=[O:24])=[CH:19][CH:18]=1. The catalyst is N1C=CC=CC=1. The product is [C:17]1([CH3:27])[CH:22]=[CH:21][C:20]([S:23]([O:16][C@@H:14]([CH2:13]/[CH:12]=[CH:11]/[C:7]2[CH:8]=[N:9][CH:10]=[C:5]([O:4][CH:1]([CH3:3])[CH3:2])[CH:6]=2)[CH3:15])(=[O:25])=[O:24])=[CH:19][CH:18]=1. The yield is 0.815.